From a dataset of Catalyst prediction with 721,799 reactions and 888 catalyst types from USPTO. Predict which catalyst facilitates the given reaction. Reactant: [CH3:1][C:2]1[N:7]=[C:6]([O:8][C:9]2[CH:10]=[C:11]([CH:26]=[CH:27][CH:28]=2)[CH:12]=[C:13]2[CH2:18][CH2:17][N:16](C(OC(C)(C)C)=O)[CH2:15][CH2:14]2)[CH:5]=[CH:4][CH:3]=1.[ClH:29].O1CCOCC1. Product: [ClH:29].[CH3:1][C:2]1[CH:3]=[CH:4][CH:5]=[C:6]([O:8][C:9]2[CH:28]=[CH:27][CH:26]=[C:11]([CH:12]=[C:13]3[CH2:18][CH2:17][NH:16][CH2:15][CH2:14]3)[CH:10]=2)[N:7]=1. The catalyst class is: 2.